Task: Predict the reactants needed to synthesize the given product.. Dataset: Full USPTO retrosynthesis dataset with 1.9M reactions from patents (1976-2016) Given the product [N:28]1([C:25]2[CH:24]=[CH:23][C:22]([NH:21][C:20]([C:16]3[CH:15]=[C:14]([C:11]4[CH:12]=[CH:13][C:8]([NH2:7])=[CH:9][C:10]=4[CH3:35])[CH:19]=[CH:18][CH:17]=3)=[O:34])=[CH:27][CH:26]=2)[CH2:33][CH2:32][O:31][CH2:30][CH2:29]1, predict the reactants needed to synthesize it. The reactants are: C(OC(=O)[NH:7][C:8]1[CH:13]=[CH:12][C:11]([C:14]2[CH:19]=[CH:18][CH:17]=[C:16]([C:20](=[O:34])[NH:21][C:22]3[CH:27]=[CH:26][C:25]([N:28]4[CH2:33][CH2:32][O:31][CH2:30][CH2:29]4)=[CH:24][CH:23]=3)[CH:15]=2)=[C:10]([CH3:35])[CH:9]=1)(C)(C)C.Cl.